Dataset: Forward reaction prediction with 1.9M reactions from USPTO patents (1976-2016). Task: Predict the product of the given reaction. (1) Given the reactants [Cl:1][C:2]1[CH:7]=[CH:6][C:5]([C:8]([N:17]2[C:25]3[C:20](=[C:21]([NH:26][S:27]([CH3:30])(=[O:29])=[O:28])[CH:22]=[CH:23][CH:24]=3)[CH:19]=[CH:18]2)([CH2:15][CH3:16])[CH2:9][CH2:10][C:11](OC)=[O:12])=[CH:4][CH:3]=1.[H-].[Al+3].[Li+].[H-].[H-].[H-].O, predict the reaction product. The product is: [Cl:1][C:2]1[CH:7]=[CH:6][C:5]([C:8]([N:17]2[C:25]3[C:20](=[C:21]([NH:26][S:27]([CH3:30])(=[O:28])=[O:29])[CH:22]=[CH:23][CH:24]=3)[CH:19]=[CH:18]2)([CH2:9][CH2:10][CH2:11][OH:12])[CH2:15][CH3:16])=[CH:4][CH:3]=1. (2) Given the reactants [CH2:1]([NH:3][C:4]1[C:9]([N+:10]([O-])=O)=[CH:8][N:7]=[C:6]([O:13][C:14]2[CH:15]=[C:16]([NH:20][C:21](=[O:27])[O:22][C:23]([CH3:26])([CH3:25])[CH3:24])[CH:17]=[CH:18][CH:19]=2)[CH:5]=1)[CH3:2], predict the reaction product. The product is: [NH2:10][C:9]1[C:4]([NH:3][CH2:1][CH3:2])=[CH:5][C:6]([O:13][C:14]2[CH:15]=[C:16]([NH:20][C:21](=[O:27])[O:22][C:23]([CH3:24])([CH3:25])[CH3:26])[CH:17]=[CH:18][CH:19]=2)=[N:7][CH:8]=1. (3) The product is: [CH3:15][O:14][C:8]1[C:7]([O:14][CH:8]([CH3:9])[CH3:7])=[C:6]([CH2:3][CH2:4][NH:5][C:27](=[O:28])[CH2:26][C:20]2[CH:21]=[CH:22][C:23]([O:24][CH3:25])=[C:18]([O:17][CH3:16])[CH:19]=2)[CH:11]=[CH:10][CH:9]=1. Given the reactants CO[CH:3]([C:6]1[CH:11]=[CH:10][C:9](OC)=[C:8]([O:14][CH3:15])[CH:7]=1)[CH2:4][NH2:5].[CH3:16][O:17][C:18]1[CH:19]=[C:20]([CH2:26][C:27](Cl)=[O:28])[CH:21]=[CH:22][C:23]=1[O:24][CH3:25], predict the reaction product. (4) The product is: [C:18]([O:17][C:16]([NH:15][C@@H:8]([C:9]1[CH:14]=[CH:13][CH:12]=[CH:11][CH:10]=1)[C:4]1[CH:3]=[C:2]([CH:7]=[CH:6][CH:5]=1)[O:1][CH2:24][C:25]1[CH:34]=[CH:33][C:28]([C:29]([O:31][CH3:32])=[O:30])=[CH:27][CH:26]=1)=[O:22])([CH3:19])([CH3:21])[CH3:20]. Given the reactants [OH:1][C:2]1[CH:3]=[C:4]([C@@H:8]([NH:15][C:16](=[O:22])[O:17][C:18]([CH3:21])([CH3:20])[CH3:19])[C:9]2[CH:14]=[CH:13][CH:12]=[CH:11][CH:10]=2)[CH:5]=[CH:6][CH:7]=1.Br[CH2:24][C:25]1[CH:34]=[CH:33][C:28]([C:29]([O:31][CH3:32])=[O:30])=[CH:27][CH:26]=1.C(=O)([O-])[O-].[K+].[K+], predict the reaction product. (5) Given the reactants Cl.FC1C=C(C=CC=1)CN1C=C(C2C3C(=NC=C(C4C=CC(C5CCNCC5)=CC=4)C=3)N(S(C3C=CC(C)=CC=3)(=O)=O)C=2)C=N1.[F:46][C:47]1[CH:52]=[C:51]([C:53]2[CH:54]=[C:55]3[C:61]([C:62]4[CH:66]=[CH:65][N:64]([CH2:67][CH2:68][C:69]5[CH:74]=[CH:73][CH:72]=[CH:71][CH:70]=5)[N:63]=4)=[CH:60][N:59](S(C4C=CC(C)=CC=4)(=O)=O)[C:56]3=[N:57][CH:58]=2)[CH:50]=[CH:49][C:48]=1[CH:85]1[CH2:90][CH2:89][N:88]([C:91]([O:93][C:94]([CH3:97])([CH3:96])[CH3:95])=[O:92])[CH2:87][CH2:86]1.[OH-].[Na+], predict the reaction product. The product is: [F:46][C:47]1[CH:52]=[C:51]([C:53]2[CH:54]=[C:55]3[C:61]([C:62]4[CH:66]=[CH:65][N:64]([CH2:67][CH2:68][C:69]5[CH:74]=[CH:73][CH:72]=[CH:71][CH:70]=5)[N:63]=4)=[CH:60][NH:59][C:56]3=[N:57][CH:58]=2)[CH:50]=[CH:49][C:48]=1[CH:85]1[CH2:90][CH2:89][N:88]([C:91]([O:93][C:94]([CH3:97])([CH3:96])[CH3:95])=[O:92])[CH2:87][CH2:86]1. (6) Given the reactants [C:1]1([CH2:7][C:8](Cl)=[O:9])[CH:6]=[CH:5][CH:4]=[CH:3][CH:2]=1.[NH2:11][C:12]1[N:16]([C:17]2[CH:18]=[C:19]([CH:34]=[CH:35][CH:36]=2)[CH2:20][NH:21][C:22](=[O:33])[C@@H:23]([NH:25][C:26](=[O:32])[O:27][C:28]([CH3:31])([CH3:30])[CH3:29])[CH3:24])[N:15]=[C:14]([C:37]([F:40])([F:39])[F:38])[CH:13]=1.C(N(CC)CC)C, predict the reaction product. The product is: [C:1]1([CH2:7][C:8]([NH:11][C:12]2[N:16]([C:17]3[CH:18]=[C:19]([CH:34]=[CH:35][CH:36]=3)[CH2:20][NH:21][C:22](=[O:33])[C@@H:23]([NH:25][C:26](=[O:32])[O:27][C:28]([CH3:31])([CH3:30])[CH3:29])[CH3:24])[N:15]=[C:14]([C:37]([F:39])([F:40])[F:38])[CH:13]=2)=[O:9])[CH:6]=[CH:5][CH:4]=[CH:3][CH:2]=1.